From a dataset of Catalyst prediction with 721,799 reactions and 888 catalyst types from USPTO. Predict which catalyst facilitates the given reaction. (1) Reactant: [BH4-].[Na+].[N+:3]([C:6]1[CH:7]=[CH:8][C:9]2[O:15][CH2:14][CH2:13][CH2:12][C:11](=[O:16])[C:10]=2[CH:17]=1)([O-:5])=[O:4]. Product: [N+:3]([C:6]1[CH:7]=[CH:8][C:9]2[O:15][CH2:14][CH2:13][CH2:12][CH:11]([OH:16])[C:10]=2[CH:17]=1)([O-:5])=[O:4]. The catalyst class is: 5. (2) Reactant: [CH3:1][O:2][CH2:3][O:4][C:5]1[C:6](Br)=[C:7]([CH2:15][CH2:16][O:17][CH3:18])[CH:8]=[C:9]([O:11][CH2:12][O:13][CH3:14])[CH:10]=1.C([Li])CCC.CCCCCC.[CH:31](=[O:38])[C:32]1[CH:37]=[CH:36][CH:35]=[CH:34][CH:33]=1.[Cl-].[NH4+]. Product: [CH3:1][O:2][CH2:3][O:4][C:5]1[CH:10]=[C:9]([O:11][CH2:12][O:13][CH3:14])[CH:8]=[C:7]([CH2:15][CH2:16][O:17][CH3:18])[C:6]=1[CH:31]([C:32]1[CH:37]=[CH:36][CH:35]=[CH:34][CH:33]=1)[OH:38]. The catalyst class is: 7. (3) Reactant: Cl.[NH2:2][CH:3]1[CH2:11][C:10]2[C:5](=[CH:6][C:7]([O:12][CH3:13])=[CH:8][CH:9]=2)[C:4]1=[O:14].Cl[C:16]([O:18][CH2:19][CH3:20])=[O:17].C(NC(C)C)(C)C.Cl. Product: [CH3:13][O:12][C:7]1[CH:6]=[C:5]2[C:10]([CH2:11][CH:3]([NH:2][C:16](=[O:17])[O:18][CH2:19][CH3:20])[C:4]2=[O:14])=[CH:9][CH:8]=1. The catalyst class is: 4. (4) Product: [CH3:1][O:2][C:3]1[N:8]=[C:7]([NH:9][C:17]2[CH:18]=[CH:19][C:20]3[CH2:21][N:22]([CH3:33])[CH2:23][CH:24]([CH2:28][C:29]([F:30])([F:32])[F:31])[O:25][C:26]=3[N:27]=2)[CH:6]=[CH:5][C:4]=1[C:10]1[O:14][C:13]([CH3:15])=[N:12][CH:11]=1. The catalyst class is: 160. Reactant: [CH3:1][O:2][C:3]1[N:8]=[C:7]([NH2:9])[CH:6]=[CH:5][C:4]=1[C:10]1[O:14][C:13]([CH3:15])=[N:12][CH:11]=1.Cl[C:17]1[CH:18]=[CH:19][C:20]2[CH2:21][N:22]([CH3:33])[CH2:23][CH:24]([CH2:28][C:29]([F:32])([F:31])[F:30])[O:25][C:26]=2[N:27]=1.CC1(C)C2C(=C(P(C3C=CC=CC=3)C3C=CC=CC=3)C=CC=2)OC2C(P(C3C=CC=CC=3)C3C=CC=CC=3)=CC=CC1=2.C(=O)([O-])[O-].[Cs+].[Cs+].